Dataset: Catalyst prediction with 721,799 reactions and 888 catalyst types from USPTO. Task: Predict which catalyst facilitates the given reaction. (1) The catalyst class is: 5. Product: [F:1][C:2]1[CH:7]=[CH:6][C:5]([C:8]2[C:12]([C:13]3[CH:14]=[CH:15][C:16]4[N:17]([CH:19]=[C:20]([NH2:22])[N:21]=4)[N:18]=3)=[CH:11][N:10]([CH3:26])[N:9]=2)=[CH:4][CH:3]=1. Reactant: [F:1][C:2]1[CH:7]=[CH:6][C:5]([C:8]2[C:12]([C:13]3[CH:14]=[CH:15][C:16]4[N:17]([CH:19]=[C:20]([NH:22]C(=O)C)[N:21]=4)[N:18]=3)=[CH:11][N:10]([CH3:26])[N:9]=2)=[CH:4][CH:3]=1.Cl. (2) Reactant: [Cl:1][C:2]1[CH:7]=[C:6]([N+:8]([O-:10])=[O:9])[CH:5]=[CH:4][C:3]=1F.C([O-])([O-])=O.[K+].[K+].[CH3:18][C:19]1[N:24]=[C:23]([CH2:25][OH:26])[CH:22]=[CH:21][CH:20]=1. Product: [Cl:1][C:2]1[CH:7]=[C:6]([N+:8]([O-:10])=[O:9])[CH:5]=[CH:4][C:3]=1[O:26][CH2:25][C:23]1[CH:22]=[CH:21][CH:20]=[C:19]([CH3:18])[N:24]=1. The catalyst class is: 21. (3) Reactant: [CH3:1][O:2][C:3]1[CH:8]=[C:7]([C:9]2[CH:13]=[C:12]([NH:14][C:15](=[O:32])[C@@H:16]([NH:24]C(=O)OC(C)(C)C)[CH2:17][C:18]3[CH:23]=[CH:22][CH:21]=[CH:20][CH:19]=3)[N:11]([CH3:33])[N:10]=2)[CH:6]=[CH:5][N:4]=1.FC(F)(F)C(O)=O. Product: [NH2:24][C@@H:16]([CH2:17][C:18]1[CH:23]=[CH:22][CH:21]=[CH:20][CH:19]=1)[C:15]([NH:14][C:12]1[N:11]([CH3:33])[N:10]=[C:9]([C:7]2[CH:6]=[CH:5][N:4]=[C:3]([O:2][CH3:1])[CH:8]=2)[CH:13]=1)=[O:32]. The catalyst class is: 4. (4) Reactant: [OH:1][CH:2]1[CH2:7][CH2:6][NH:5][CH2:4][CH2:3]1.C(=O)([O-])[O-].[K+].[K+].Cl[CH2:15][C:16]([NH:18][C:19]1[CH:20]=[C:21]([C:25]2[CH:34]=[N:33][C:32]3[C:31]([N:35]4[CH2:40][CH2:39][O:38][CH2:37][CH2:36]4)=[N:30][C:29]([C:41]4[CH:42]=[N:43][C:44]([NH:47][C:48](=[O:54])[O:49][C:50]([CH3:53])([CH3:52])[CH3:51])=[N:45][CH:46]=4)=[N:28][C:27]=3[CH:26]=2)[CH:22]=[CH:23][CH:24]=1)=[O:17]. Product: [OH:1][CH:2]1[CH2:7][CH2:6][N:5]([CH2:15][C:16]([NH:18][C:19]2[CH:20]=[C:21]([C:25]3[CH:34]=[N:33][C:32]4[C:31]([N:35]5[CH2:40][CH2:39][O:38][CH2:37][CH2:36]5)=[N:30][C:29]([C:41]5[CH:42]=[N:43][C:44]([NH:47][C:48](=[O:54])[O:49][C:50]([CH3:53])([CH3:52])[CH3:51])=[N:45][CH:46]=5)=[N:28][C:27]=4[CH:26]=3)[CH:22]=[CH:23][CH:24]=2)=[O:17])[CH2:4][CH2:3]1. The catalyst class is: 3. (5) Reactant: C1(P(C2C=CC=CC=2)C2C=CC=CC=2)C=CC=CC=1.N(C(OCC)=O)=NC(OCC)=O.[OH:32][C@@H:33]([CH3:41])[C:34]([O:36][C:37]([CH3:40])([CH3:39])[CH3:38])=[O:35].[NH2:42][C:43]1[N:48]=[CH:47][C:46]([C:49]2[CH:54]=[CH:53][C:52](O)=[C:51]([F:56])[CH:50]=2)=[CH:45][N:44]=1. Product: [NH2:42][C:43]1[N:48]=[CH:47][C:46]([C:49]2[CH:54]=[CH:53][C:52]([O:32][CH:33]([CH3:41])[C:34]([O:36][C:37]([CH3:40])([CH3:39])[CH3:38])=[O:35])=[C:51]([F:56])[CH:50]=2)=[CH:45][N:44]=1. The catalyst class is: 7.